From a dataset of Peptide-MHC class I binding affinity with 185,985 pairs from IEDB/IMGT. Regression. Given a peptide amino acid sequence and an MHC pseudo amino acid sequence, predict their binding affinity value. This is MHC class I binding data. (1) The peptide sequence is TAAVLLLITH. The MHC is HLA-B58:01 with pseudo-sequence HLA-B58:01. The binding affinity (normalized) is 0.388. (2) The peptide sequence is YLPTQQDVL. The MHC is Mamu-B01 with pseudo-sequence Mamu-B01. The binding affinity (normalized) is 0.338. (3) The peptide sequence is FLESGAVKY. The MHC is HLA-A02:01 with pseudo-sequence HLA-A02:01. The binding affinity (normalized) is 0.0594. (4) The peptide sequence is YRHDGGNVL. The MHC is Mamu-B03 with pseudo-sequence Mamu-B03. The binding affinity (normalized) is 0.347. (5) The peptide sequence is KRLRPGGKK. The MHC is Patr-A0901 with pseudo-sequence Patr-A0901. The binding affinity (normalized) is 0. (6) The peptide sequence is PNERRAWNFL. The MHC is HLA-A32:01 with pseudo-sequence HLA-A32:01. The binding affinity (normalized) is 0.0627. (7) The peptide sequence is SVFHEHIFK. The MHC is HLA-A01:01 with pseudo-sequence HLA-A01:01. The binding affinity (normalized) is 0.0847. (8) The peptide sequence is EYIDSAWEW. The MHC is HLA-A02:01 with pseudo-sequence HLA-A02:01. The binding affinity (normalized) is 0.